Dataset: CYP2C19 inhibition data for predicting drug metabolism from PubChem BioAssay. Task: Regression/Classification. Given a drug SMILES string, predict its absorption, distribution, metabolism, or excretion properties. Task type varies by dataset: regression for continuous measurements (e.g., permeability, clearance, half-life) or binary classification for categorical outcomes (e.g., BBB penetration, CYP inhibition). Dataset: cyp2c19_veith. (1) The molecule is CCn1c(CC(=O)Nc2ccc(C)cc2)nnc1SCC(=O)NCCc1ccccc1. The result is 1 (inhibitor). (2) The compound is CC1(C)O[C@@H]2C[C@H]3[C@H]4C[C@H](F)C5=CC(=O)CC[C@]5(C)[C@@H]4[C@H](O)C[C@]3(C)[C@]2(C(=O)CO)O1. The result is 0 (non-inhibitor). (3) The molecule is CC(O)(P(=O)([O-])O)P(=O)([O-])O.[Na+].[Na+]. The result is 0 (non-inhibitor).